Dataset: Full USPTO retrosynthesis dataset with 1.9M reactions from patents (1976-2016). Task: Predict the reactants needed to synthesize the given product. (1) The reactants are: [CH:1]1([S:4]([NH:7][C:8]([C@@:10]23[CH2:25][C@H:24]2[CH:23]=[CH:22][CH2:21][CH2:20][CH2:19][CH2:18][CH2:17][C@H:16]([NH:26][C:27](=[O:33])[O:28][C:29]([CH3:32])([CH3:31])[CH3:30])[C:15](=[O:34])[N:14]2[CH2:35][C@H:36]([OH:38])[CH2:37][C@H:13]2[C:12](=[O:39])[NH:11]3)=[O:9])(=[O:6])=[O:5])[CH2:3][CH2:2]1.Cl[C:41]1[N:42]=[C:43]2[C:48](=[C:49]3[C:54]=1[CH:53]=[C:52]([F:55])[CH:51]=[CH:50]3)[CH:47]=[CH:46][CH:45]=[CH:44]2.CC([O-])(CC)C.[Na+].Cl. Given the product [CH:1]1([S:4]([NH:7][C:8]([C@@:10]23[CH2:25][C@H:24]2[CH:23]=[CH:22][CH2:21][CH2:20][CH2:19][CH2:18][CH2:17][C@H:16]([NH:26][C:27](=[O:33])[O:28][C:29]([CH3:31])([CH3:32])[CH3:30])[C:15](=[O:34])[N:14]2[CH2:35][C@H:36]([O:38][C:41]4[N:42]=[C:43]5[C:48](=[C:49]6[C:54]=4[CH:53]=[C:52]([F:55])[CH:51]=[CH:50]6)[CH:47]=[CH:46][CH:45]=[CH:44]5)[CH2:37][C@H:13]2[C:12](=[O:39])[NH:11]3)=[O:9])(=[O:6])=[O:5])[CH2:3][CH2:2]1, predict the reactants needed to synthesize it. (2) Given the product [CH:6]1([CH2:5][N:4]([CH2:1][CH2:2][CH3:3])[C:22]([C:24]2[N:25]([CH3:41])[N:26]=[C:27]3[C:32]=2[CH:31]=[CH:30][CH:29]=[C:28]3[C:33]2[CH:38]=[CH:37][C:36]([Cl:39])=[CH:35][C:34]=2[Cl:40])=[O:23])[CH2:8][CH2:7]1, predict the reactants needed to synthesize it. The reactants are: [CH2:1]([NH:4][CH2:5][CH:6]1[CH2:8][CH2:7]1)[CH2:2][CH3:3].C[Al](C)C.CCCCCCC.CO[C:22]([C:24]1[N:25]([CH3:41])[N:26]=[C:27]2[C:32]=1[CH:31]=[CH:30][CH:29]=[C:28]2[C:33]1[CH:38]=[CH:37][C:36]([Cl:39])=[CH:35][C:34]=1[Cl:40])=[O:23].[OH-].[Na+]. (3) Given the product [ClH:20].[F:13][C:14]1[CH:22]=[CH:21][C:17]([C:18]([O:1][CH2:2][CH2:3][NH:4][CH3:5])=[O:19])=[CH:16][CH:15]=1, predict the reactants needed to synthesize it. The reactants are: [OH:1][CH2:2][CH2:3][N:4](C)[C:5](=O)OC(C)(C)C.[F:13][C:14]1[CH:22]=[CH:21][C:17]([C:18]([Cl:20])=[O:19])=[CH:16][CH:15]=1.N1C=CC=CC=1.